Dataset: Reaction yield outcomes from USPTO patents with 853,638 reactions. Task: Predict the reaction yield, written as a fraction of the theoretical maximum amount of product (1.0 means a 100% yield; for example, 0.34 means a 34% yield). (1) The reactants are [Br:1][C:2]1[CH:11]=[C:10]2[C:5]([N:6]=[CH:7][C:8]3[N:9]2[C:12]([CH:15]2[CH2:20][CH2:19][NH:18][CH2:17][CH2:16]2)=[N:13][N:14]=3)=[CH:4][CH:3]=1.[OH:21][C@@H:22]([CH3:26])[C:23](O)=[O:24].CN(C(ON1N=NC2C=CC=NC1=2)=[N+](C)C)C.F[P-](F)(F)(F)(F)F.CCN(C(C)C)C(C)C. The catalyst is CN(C=O)C. The product is [Br:1][C:2]1[CH:11]=[C:10]2[C:5]([N:6]=[CH:7][C:8]3[N:9]2[C:12]([CH:15]2[CH2:20][CH2:19][N:18]([C:23](=[O:24])[C@@H:22]([OH:21])[CH3:26])[CH2:17][CH2:16]2)=[N:13][N:14]=3)=[CH:4][CH:3]=1. The yield is 0.660. (2) The reactants are [NH2:1][C:2]1[CH:10]=[C:9]2[C:5]([CH2:6][C:7](=[O:11])[NH:8]2)=[CH:4][C:3]=1[F:12].[F:13][C:14]1[CH:21]=[CH:20][C:17]([CH:18]=O)=[CH:16][CH:15]=1.[BH4-].[Na+]. The catalyst is C(O)C. The product is [F:12][C:3]1[CH:4]=[C:5]2[C:9](=[CH:10][C:2]=1[NH:1][CH2:18][C:17]1[CH:20]=[CH:21][C:14]([F:13])=[CH:15][CH:16]=1)[NH:8][C:7](=[O:11])[CH2:6]2. The yield is 0.450. (3) The reactants are [CH2:1]([O:8][C:9]([NH:11][C@H:12]([C:18]([OH:20])=O)[CH2:13][CH2:14][C:15]([OH:17])=[O:16])=[O:10])[C:2]1[CH:7]=[CH:6][CH:5]=[CH:4][CH:3]=1.O[C:22]1[C:30]2N=NN[C:26]=2C=CC=1.Cl.[CH3:32]N(C)CCCN=C=NCC.[NH2:43][CH2:44][CH2:45][CH:46]([O:50][CH2:51][CH3:52])[O:47][CH2:48][CH3:49].C(N(CC)C(C)C)(C)C. The catalyst is O1CCCC1. The product is [CH2:1]([O:8][C:9]([NH:11][C@H:12]([C:18]([NH:43][CH2:44][CH2:45][CH:46]([O:50][CH2:51][CH3:52])[O:47][CH2:48][CH3:49])=[O:20])[CH2:13][CH2:14][C:15]([O:17][C:30]([CH3:26])([CH3:22])[CH3:32])=[O:16])=[O:10])[C:2]1[CH:3]=[CH:4][CH:5]=[CH:6][CH:7]=1. The yield is 1.00. (4) The reactants are [F:1][C:2]1[CH:7]=[C:6]([N+:8]([O-])=O)[CH:5]=[CH:4][C:3]=1[S:11][CH3:12]. The catalyst is C(O)(=O)C.O.[Fe]. The product is [F:1][C:2]1[CH:7]=[C:6]([CH:5]=[CH:4][C:3]=1[S:11][CH3:12])[NH2:8]. The yield is 0.950. (5) The product is [C:13]([O:12][C:7]1([C:1]2[CH:2]=[CH:3][CH:4]=[CH:5][CH:6]=2)[CH:8]2[CH2:9][CH:10]1[CH2:11]2)(=[O:15])[CH3:14]. The catalyst is N1C=CC=CC=1. The yield is 0.800. The reactants are [C:1]1([C:7]2([OH:12])[CH:10]3[CH2:11][CH:8]2[CH2:9]3)[CH:6]=[CH:5][CH:4]=[CH:3][CH:2]=1.[C:13](Cl)(=[O:15])[CH3:14]. (6) The reactants are Cl[C:2]1[C:3]2[CH:10]=[CH:9][NH:8][C:4]=2[N:5]=[CH:6][N:7]=1.[Cl:11][C:12]1[CH:13]=[C:14]([NH2:19])[CH:15]=[CH:16][C:17]=1[F:18]. The catalyst is CN(C=O)C.C(OCC)(=O)C.FC(F)(F)S([O-])(=O)=O.[Ag+]. The product is [Cl:11][C:12]1[CH:13]=[C:14]([NH:19][C:2]2[C:3]3[CH:10]=[CH:9][NH:8][C:4]=3[N:5]=[CH:6][N:7]=2)[CH:15]=[CH:16][C:17]=1[F:18]. The yield is 0.930. (7) The reactants are [NH2:1][C:2]1[C:3]([NH:9][CH:10]([CH3:14])[CH2:11][C:12]#[N:13])=[CH:4][C:5]([Br:8])=[N:6][CH:7]=1.Cl.[C:16](=N)(OCC)[CH3:17].N. The catalyst is C(O)C. The product is [Br:8][C:5]1[N:6]=[CH:7][C:2]2[N:1]=[C:16]([CH3:17])[N:9]([CH:10]([CH3:14])[CH2:11][C:12]#[N:13])[C:3]=2[CH:4]=1. The yield is 0.400. (8) The reactants are Cl.[CH2:2]([NH:6][CH2:7][CH2:8][C:9]([C:11]1[S:12][CH:13]=[CH:14][CH:15]=1)=[O:10])[CH:3]([CH3:5])[CH3:4].C(O)C.[OH-].[Na+].[Na]. The catalyst is CC(C)=O. The product is [CH2:2]([NH:6][CH2:7][CH2:8][CH:9]([C:11]1[S:12][CH:13]=[CH:14][CH:15]=1)[OH:10])[CH:3]([CH3:5])[CH3:4]. The yield is 0.760. (9) The reactants are CCN=C=NCCCN(C)C.[CH3:12][N:13]1[C:21]2[C:16](=[CH:17][CH:18]=[CH:19][CH:20]=2)[CH:15]=[C:14]1[C:22]([OH:24])=O.Cl.[CH3:26][O:27][C:28](=[O:31])[CH2:29][NH2:30].CCOCC. The catalyst is CN(C1C=CN=CC=1)C.C(Cl)Cl. The product is [CH3:12][N:13]1[C:21]2[C:16](=[CH:17][CH:18]=[CH:19][CH:20]=2)[CH:15]=[C:14]1[C:22]([NH:30][CH2:29][C:28]([O:27][CH3:26])=[O:31])=[O:24]. The yield is 0.700.